From a dataset of Catalyst prediction with 721,799 reactions and 888 catalyst types from USPTO. Predict which catalyst facilitates the given reaction. (1) Reactant: [C:1]([N:8]1[CH2:13][CH2:12][C:11](=[O:14])[CH:10]([F:15])[CH2:9]1)([O:3][C:4]([CH3:7])([CH3:6])[CH3:5])=[O:2].[OH-].[Na+]. Product: [C:1]([N:8]1[CH2:13][CH2:12][C@H:11]([OH:14])[C@H:10]([F:15])[CH2:9]1)([O:3][C:4]([CH3:7])([CH3:6])[CH3:5])=[O:2]. The catalyst class is: 1. (2) Reactant: [CH:1]([O:4][CH2:5][CH2:6][NH:7][S:8]([NH:11][C:12](=[O:56])[O:13][CH2:14][CH2:15][CH2:16][C:17]1[CH:22]=[CH:21][C:20]([O:23][CH2:24][CH2:25][O:26][Si](C(C)(C)C)(C2C=CC=CC=2)C2C=CC=CC=2)=[CH:19][C:18]=1[O:44][C:45]1[C:50]([Cl:51])=[CH:49][C:48]([C:52]([F:55])([F:54])[F:53])=[CH:47][N:46]=1)(=[O:10])=[O:9])([CH3:3])[CH3:2].[F-].C([N+](CCCC)(CCCC)CCCC)CCC.O. Product: [CH:1]([O:4][CH2:5][CH2:6][NH:7][S:8]([NH:11][C:12](=[O:56])[O:13][CH2:14][CH2:15][CH2:16][C:17]1[CH:22]=[CH:21][C:20]([O:23][CH2:24][CH2:25][OH:26])=[CH:19][C:18]=1[O:44][C:45]1[C:50]([Cl:51])=[CH:49][C:48]([C:52]([F:53])([F:55])[F:54])=[CH:47][N:46]=1)(=[O:10])=[O:9])([CH3:3])[CH3:2]. The catalyst class is: 7. (3) Reactant: [F:1][C:2]([F:13])([F:12])[C:3]1[CH:4]=[C:5]([N:9]=[C:10]=[O:11])[CH:6]=[CH:7][CH:8]=1.Cl.O.[NH:16]1[CH2:21][CH2:20][C:19](=[O:22])[CH2:18][CH2:17]1.C(N(CC)C(C)C)(C)C. Product: [O:22]=[C:19]1[CH2:20][CH2:21][N:16]([C:10]([NH:9][C:5]2[CH:6]=[CH:7][CH:8]=[C:3]([C:2]([F:12])([F:13])[F:1])[CH:4]=2)=[O:11])[CH2:17][CH2:18]1. The catalyst class is: 9. (4) Product: [CH3:19][CH:7]1[C:6](=[CH:5][C:4]2[CH:3]=[C:2]([CH:22]=[CH:21][CH:20]=2)[O:1][C:28]2[N:29]=[CH:30][C:25]([C:24]([F:32])([F:31])[F:23])=[CH:26][N:27]=2)[CH2:11][CH2:10][NH:9][CH2:8]1. The catalyst class is: 633. Reactant: [OH:1][C:2]1[CH:3]=[C:4]([CH:20]=[CH:21][CH:22]=1)[CH:5]=[C:6]1[CH2:11][CH2:10][N:9](C(OC(C)(C)C)=O)[CH2:8][CH:7]1[CH3:19].[F:23][C:24]([F:32])([F:31])[C:25]1[CH:26]=[N:27][CH:28]=[N:29][CH:30]=1.C([O-])([O-])=O.[Cs+].[Cs+].FC(F)(F)C(O)=O.C(=O)(O)[O-].[Na+].